This data is from Forward reaction prediction with 1.9M reactions from USPTO patents (1976-2016). The task is: Predict the product of the given reaction. (1) Given the reactants [N+:1]([C:4]1[CH:5]=[C:6]([C:13]([N:15]2[CH2:20][CH2:19][O:18][CH2:17][CH2:16]2)=O)[CH:7]=[CH:8][C:9]=1[N+:10]([O-:12])=[O:11])([O-:3])=[O:2].[BH4-].[Na+].B(F)(F)F.CCOCC, predict the reaction product. The product is: [N+:1]([C:4]1[CH:5]=[C:6]([CH:7]=[CH:8][C:9]=1[N+:10]([O-:12])=[O:11])[CH2:13][N:15]1[CH2:20][CH2:19][O:18][CH2:17][CH2:16]1)([O-:3])=[O:2]. (2) Given the reactants [C:1]([C:5]1[CH:6]=[CH:7][C:8]2[CH2:9][C:10]3[C:15]([C:16]=2[CH:17]=1)=[CH:14][C:13]([C:18]([CH3:21])([CH3:20])[CH3:19])=[CH:12][CH:11]=3)([CH3:4])([CH3:3])[CH3:2].C([Li])CCC.CCCCCC.[C:33]([C:37]1[CH:38]=[C:39]([CH3:55])[C:40](=[C:42]([C:49]2[CH:54]=[CH:53][CH:52]=[CH:51][CH:50]=2)[C:43]2[CH:48]=[CH:47][CH:46]=[CH:45][CH:44]=2)[CH:41]=1)([CH3:36])([CH3:35])[CH3:34].O, predict the reaction product. The product is: [C:33]([C:37]1[CH:38]=[C:39]([CH3:55])[CH:40]([C:42]([C:11]2[C:10]3[CH2:9][C:8]4[C:16](=[CH:17][C:5]([C:1]([CH3:4])([CH3:3])[CH3:2])=[CH:6][CH:7]=4)[C:15]=3[CH:14]=[C:13]([C:18]([CH3:21])([CH3:20])[CH3:19])[CH:12]=2)([C:43]2[CH:44]=[CH:45][CH:46]=[CH:47][CH:48]=2)[C:49]2[CH:50]=[CH:51][CH:52]=[CH:53][CH:54]=2)[CH:41]=1)([CH3:34])([CH3:35])[CH3:36]. (3) Given the reactants [Cl:1][C:2]1[N:7]=[CH:6][C:5]([OH:8])=[CH:4][N:3]=1.C(=O)([O-])[O-].[K+].[K+].CN(C)C=O.[CH3:20][O:21][C:22]1[CH:23]=[C:24]([CH:27]=[C:28]([O:30][CH3:31])[CH:29]=1)[CH2:25]Br, predict the reaction product. The product is: [Cl:1][C:2]1[N:7]=[CH:6][C:5]([O:8][CH2:25][C:24]2[CH:27]=[C:28]([O:30][CH3:31])[CH:29]=[C:22]([O:21][CH3:20])[CH:23]=2)=[CH:4][N:3]=1. (4) Given the reactants OS(C(F)(F)F)(=O)=O.[C:9]([S:12][CH2:13][C:14]1[CH2:23][CH2:22][C:21]2[C:16](=[CH:17][C:18]([Br:24])=[CH:19][CH:20]=2)[C:15]=1[CH3:25])(=[NH:11])[NH2:10].C(=O)(O)[O-].[Na+], predict the reaction product. The product is: [Br:24][C:18]1[CH:17]=[C:16]2[C:21]([CH2:22][CH2:23][C@@H:14]3[CH2:13][S:12][C:9]([NH2:10])=[N:11][C@:15]32[CH3:25])=[CH:20][CH:19]=1.